This data is from Catalyst prediction with 721,799 reactions and 888 catalyst types from USPTO. The task is: Predict which catalyst facilitates the given reaction. (1) Reactant: [C:1]1([NH2:8])[CH:6]=[CH:5][CH:4]=[CH:3][C:2]=1[NH2:7].[O:9](C(OC(C)(C)C)=O)[C:10]([O:12][C:13]([CH3:16])([CH3:15])[CH3:14])=O.O. Product: [C:13]([O:12][C:10](=[O:9])[NH:7][C:2]1[CH:3]=[CH:4][CH:5]=[CH:6][C:1]=1[NH2:8])([CH3:16])([CH3:15])[CH3:14]. The catalyst class is: 1. (2) Reactant: [OH:1][CH2:2][CH2:3][CH2:4][C:5]1[CH:6]=[C:7]([S:11]([NH2:14])(=[O:13])=[O:12])[CH:8]=[CH:9][CH:10]=1.[H-].[Na+].[CH3:17][Si:18]([CH3:25])([CH3:24])[CH2:19][CH2:20][O:21][CH2:22]Cl. Product: [OH:1][CH2:2][CH2:3][CH2:4][C:5]1[CH:6]=[C:7]([S:11]([N:14]([CH2:22][O:21][CH2:20][CH2:19][Si:18]([CH3:25])([CH3:24])[CH3:17])[CH2:22][O:21][CH2:20][CH2:19][Si:18]([CH3:25])([CH3:24])[CH3:17])(=[O:12])=[O:13])[CH:8]=[CH:9][CH:10]=1. The catalyst class is: 3. (3) Product: [CH2:1]([O:3][C:4](=[O:27])[CH2:5][C:6]1[CH:11]=[CH:10][CH:9]=[C:8]([O:12][C:13]2[CH:18]=[CH:17][C:16]([C:32]3[CH:31]=[N:30][N:29]([CH3:28])[CH:33]=3)=[CH:15][C:14]=2[CH2:20][N:21]2[CH2:25][CH2:24][O:23][C:22]2=[O:26])[CH:7]=1)[CH3:2]. The catalyst class is: 104. Reactant: [CH2:1]([O:3][C:4](=[O:27])[CH2:5][C:6]1[CH:11]=[CH:10][CH:9]=[C:8]([O:12][C:13]2[CH:18]=[CH:17][C:16](Br)=[CH:15][C:14]=2[CH2:20][N:21]2[CH2:25][CH2:24][O:23][C:22]2=[O:26])[CH:7]=1)[CH3:2].[CH3:28][N:29]1[CH:33]=[C:32](B2OC(C)(C)C(C)(C)O2)[CH:31]=[N:30]1.C(=O)([O-])[O-].[K+].[K+]. (4) Reactant: [CH3:1][O:2][NH:3][C:4]([C:6]1[C:7](=[O:38])[C:8]2[CH:13]=[N:12][C:11]([NH:14][C:15]3[CH:20]=[CH:19][C:18]([CH:21]4[CH2:26][CH2:25][NH:24][CH2:23][CH2:22]4)=[CH:17][CH:16]=3)=[N:10][C:9]=2[N:27]([C:29]2[CH:30]=[C:31]3[C:35](=[CH:36][CH:37]=2)[CH2:34][CH2:33][CH2:32]3)[CH:28]=1)=[O:5].Br[CH2:40][C:41]([OH:43])=[O:42].C(N(CC)CC)C. The catalyst class is: 3. Product: [CH2:34]1[C:35]2[C:31](=[CH:30][C:29]([N:27]3[C:9]4[N:10]=[C:11]([NH:14][C:15]5[CH:16]=[CH:17][C:18]([CH:21]6[CH2:26][CH2:25][N:24]([CH2:40][C:41]([OH:43])=[O:42])[CH2:23][CH2:22]6)=[CH:19][CH:20]=5)[N:12]=[CH:13][C:8]=4[C:7](=[O:38])[C:6]([C:4](=[O:5])[NH:3][O:2][CH3:1])=[CH:28]3)=[CH:37][CH:36]=2)[CH2:32][CH2:33]1. (5) Reactant: [F:1][C:2]([F:27])([F:26])[C:3]1[CH:4]=[CH:5][C:6]([NH:9][CH2:10][C@H:11]2[N:18](C(OC(C)(C)C)=O)[CH2:17][CH2:16][C:13]3([CH2:15][CH2:14]3)[CH2:12]2)=[N:7][CH:8]=1.FC(F)(F)C(O)=O. Product: [CH2:14]1[C:13]2([CH2:16][CH2:17][NH:18][C@H:11]([CH2:10][NH:9][C:6]3[CH:5]=[CH:4][C:3]([C:2]([F:1])([F:26])[F:27])=[CH:8][N:7]=3)[CH2:12]2)[CH2:15]1. The catalyst class is: 4.